Dataset: Full USPTO retrosynthesis dataset with 1.9M reactions from patents (1976-2016). Task: Predict the reactants needed to synthesize the given product. (1) Given the product [NH2:1][CH2:2][CH2:3][CH2:4][C:5]1[CH:6]=[C:7]2[C:12](=[C:13]3[CH:18]=[C:17]([C:21]#[N:22])[CH:16]=[CH:15][C:14]=13)[C:11](=[O:20])[NH:10][CH:9]=[CH:8]2, predict the reactants needed to synthesize it. The reactants are: [NH2:1][CH2:2][CH2:3][CH2:4][C:5]1[CH:6]=[C:7]2[C:12](=[C:13]3[CH:18]=[C:17](Br)[CH:16]=[CH:15][C:14]=13)[C:11](=[O:20])[NH:10][CH:9]=[CH:8]2.[C:21]([Cu])#[N:22].N#N. (2) The reactants are: [N:1]1(C(OC(C)(C)C)=O)[CH2:6][CH2:5][N:4]([C:7]([O:9][C:10]2[CH:15]=[CH:14][C:13]([CH2:16][C@@H:17]3[C@@H:21]([CH2:22][C:23]4[CH:28]=[CH:27][C:26]([O:29][CH3:30])=[C:25]([O:31][CH3:32])[CH:24]=4)[CH2:20][O:19][C:18]3=[O:33])=[CH:12][C:11]=2[O:34][CH3:35])=[O:8])[CH2:3][CH2:2]1.C(O)(C(F)(F)F)=O. Given the product [N:4]1([C:7]([O:9][C:10]2[CH:15]=[CH:14][C:13]([CH2:16][C@@H:17]3[C@@H:21]([CH2:22][C:23]4[CH:28]=[CH:27][C:26]([O:29][CH3:30])=[C:25]([O:31][CH3:32])[CH:24]=4)[CH2:20][O:19][C:18]3=[O:33])=[CH:12][C:11]=2[O:34][CH3:35])=[O:8])[CH2:5][CH2:6][NH:1][CH2:2][CH2:3]1, predict the reactants needed to synthesize it. (3) Given the product [C:18]([C:20]1[CH:25]=[C:24]([N+:26]([O-:28])=[O:27])[CH:23]=[CH:22][C:21]=1[S:29]([NH:1][C:2]1[CH:3]=[CH:4][C:5]2[CH2:9][O:8][B:7]([OH:10])[C:6]=2[CH:11]=1)(=[O:31])=[O:30])#[N:19], predict the reactants needed to synthesize it. The reactants are: [NH2:1][C:2]1[CH:3]=[CH:4][C:5]2[CH2:9][O:8][B:7]([OH:10])[C:6]=2[CH:11]=1.N1C=CC=CC=1.[C:18]([C:20]1[CH:25]=[C:24]([N+:26]([O-:28])=[O:27])[CH:23]=[CH:22][C:21]=1[S:29](Cl)(=[O:31])=[O:30])#[N:19].